Predict the reactants needed to synthesize the given product. From a dataset of Full USPTO retrosynthesis dataset with 1.9M reactions from patents (1976-2016). Given the product [Cl:7][C:8]1[C:9]([C:40]([NH2:42])=[O:41])=[N:10][CH:11]=[CH:12][C:13]=1[O:14][C:15]1[CH:20]=[CH:19][C:18]([NH:21][C:22]([C:24]2[C:25](=[O:38])[N:26]([C:31]3[CH:36]=[CH:35][C:34]([F:37])=[CH:33][CH:32]=3)[CH:27]=[CH:28][C:29]=2[O:3][CH2:4][CH3:5])=[O:23])=[CH:17][C:16]=1[F:39], predict the reactants needed to synthesize it. The reactants are: [H-].[Na+].[O-:3][CH2:4][CH3:5].[Na+].[Cl:7][C:8]1[C:9]([C:40]([NH2:42])=[O:41])=[N:10][CH:11]=[CH:12][C:13]=1[O:14][C:15]1[CH:20]=[CH:19][C:18]([NH:21][C:22]([C:24]2[C:25](=[O:38])[N:26]([C:31]3[CH:36]=[CH:35][C:34]([F:37])=[CH:33][CH:32]=3)[CH:27]=[CH:28][C:29]=2I)=[O:23])=[CH:17][C:16]=1[F:39].ClC1C(C(N)=O)=NC=CC=1OC1C=CC(NC(C2C(=O)N(C3C=CC(F)=CC=3)C=CC=2Cl)=O)=CC=1F.